This data is from Full USPTO retrosynthesis dataset with 1.9M reactions from patents (1976-2016). The task is: Predict the reactants needed to synthesize the given product. (1) Given the product [C:41]([C:31]1[CH:30]=[C:29]([NH:28][C:26](=[O:27])[NH:25][C:18]2[C:19]3[C:24](=[CH:23][CH:22]=[CH:21][CH:20]=3)[C:15]([O:14][C:12]3[CH:11]=[CH:10][N:9]=[C:8]([NH:7][C:4](=[O:5])[CH2:3][O:2][CH3:1])[CH:13]=3)=[CH:16][CH:17]=2)[N:33]([C:34]2[CH:39]=[CH:38][C:37]([CH3:40])=[CH:36][CH:35]=2)[N:32]=1)([CH3:44])([CH3:43])[CH3:42], predict the reactants needed to synthesize it. The reactants are: [CH3:1][O:2][CH2:3][C:4](Cl)=[O:5].[NH2:7][C:8]1[CH:13]=[C:12]([O:14][C:15]2[C:24]3[C:19](=[CH:20][CH:21]=[CH:22][CH:23]=3)[C:18]([NH:25][C:26]([NH:28][C:29]3[N:33]([C:34]4[CH:39]=[CH:38][C:37]([CH3:40])=[CH:36][CH:35]=4)[N:32]=[C:31]([C:41]([CH3:44])([CH3:43])[CH3:42])[CH:30]=3)=[O:27])=[CH:17][CH:16]=2)[CH:11]=[CH:10][N:9]=1.CCN(C(C)C)C(C)C. (2) Given the product [N:43]1([CH2:42][CH2:41][O:20][C:16]2[CH:15]=[C:14]([N:12]3[C:11]4[C:21]5[CH:22]=[CH:23][CH:24]=[CH:25][C:26]=5[S:27](=[O:29])(=[O:30])[CH2:28][C:10]=4[C:9]([C:7]([N:1]4[CH2:6][CH2:5][O:4][CH2:3][CH2:2]4)=[O:8])=[N:13]3)[CH:19]=[CH:18][CH:17]=2)[CH:47]=[CH:46][N:45]=[CH:44]1, predict the reactants needed to synthesize it. The reactants are: [N:1]1([C:7]([C:9]2[C:10]3[CH2:28][S:27](=[O:30])(=[O:29])[C:26]4[CH:25]=[CH:24][CH:23]=[CH:22][C:21]=4[C:11]=3[N:12]([C:14]3[CH:15]=[C:16]([OH:20])[CH:17]=[CH:18][CH:19]=3)[N:13]=2)=[O:8])[CH2:6][CH2:5][O:4][CH2:3][CH2:2]1.C(=O)([O-])[O-].[K+].[K+].[I-].[Na+].Cl.Cl[CH2:41][CH2:42][N:43]1[CH:47]=[CH:46][N:45]=[CH:44]1. (3) The reactants are: [CH:1]1([CH:4]([C:11]2[CH:12]=[C:13]([CH:29]=[CH:30][CH:31]=2)[O:14][CH2:15][CH:16]2[CH2:21][CH2:20][N:19](C(OC(C)(C)C)=O)[CH2:18][CH2:17]2)[CH2:5][C:6]([O:8][CH2:9][CH3:10])=[O:7])[CH2:3][CH2:2]1.[ClH:32].C(OCC)(=O)C. Given the product [ClH:32].[CH:1]1([CH:4]([C:11]2[CH:31]=[CH:30][CH:29]=[C:13]([O:14][CH2:15][CH:16]3[CH2:21][CH2:20][NH:19][CH2:18][CH2:17]3)[CH:12]=2)[CH2:5][C:6]([O:8][CH2:9][CH3:10])=[O:7])[CH2:3][CH2:2]1, predict the reactants needed to synthesize it. (4) Given the product [Cl:1][C:2]1[CH:3]=[CH:4][C:5]([OH:16])=[C:6]([C:8]2[CH:13]=[CH:12][N:11]=[C:10]([C:14]([OH:22])=[O:17])[CH:9]=2)[CH:7]=1, predict the reactants needed to synthesize it. The reactants are: [Cl:1][C:2]1[CH:3]=[CH:4][C:5]([OH:16])=[C:6]([C:8]2[CH:13]=[CH:12][N:11]=[C:10]([C:14]#N)[CH:9]=2)[CH:7]=1.[OH-:17].[K+].C1C[O:22]CC1. (5) Given the product [C:1]([O:5][C:6]([N:8]1[CH2:13][CH2:12][N:11]([C:14]2[CH:19]=[CH:18][C:17]([NH:20][C:21]3[C:22]4[N:23]([CH:34]=[CH:35][N:36]=4)[CH:24]=[C:25]([C:27]4[CH:32]=[CH:31][CH:30]=[C:29]([NH:33][C:52](=[O:53])[C:51]5[CH:55]=[CH:56][C:48]([C:44]([CH3:46])([CH3:45])[CH3:47])=[CH:49][CH:50]=5)[CH:28]=4)[N:26]=3)=[CH:16][CH:15]=2)[CH2:10][CH2:9]1)=[O:7])([CH3:4])([CH3:2])[CH3:3], predict the reactants needed to synthesize it. The reactants are: [C:1]([O:5][C:6]([N:8]1[CH2:13][CH2:12][N:11]([C:14]2[CH:19]=[CH:18][C:17]([NH:20][C:21]3[C:22]4[N:23]([CH:34]=[CH:35][N:36]=4)[CH:24]=[C:25]([C:27]4[CH:32]=[CH:31][CH:30]=[C:29]([NH2:33])[CH:28]=4)[N:26]=3)=[CH:16][CH:15]=2)[CH2:10][CH2:9]1)=[O:7])([CH3:4])([CH3:3])[CH3:2].C(N(CC)CC)C.[C:44]([C:48]1[CH:56]=[CH:55][C:51]([C:52](Cl)=[O:53])=[CH:50][CH:49]=1)([CH3:47])([CH3:46])[CH3:45].O. (6) Given the product [F:1][C:2]1[C:3]([N:9]2[CH2:13][C:12]([CH3:15])([CH3:14])[O:11][C:10]2=[O:16])=[N:4][CH:5]=[C:6]([C:24]#[C:23][C:17]2[CH:22]=[CH:21][CH:20]=[CH:19][CH:18]=2)[CH:7]=1, predict the reactants needed to synthesize it. The reactants are: [F:1][C:2]1[C:3]([N:9]2[CH2:13][C:12]([CH3:15])([CH3:14])[O:11][C:10]2=[O:16])=[N:4][CH:5]=[C:6](I)[CH:7]=1.[C:17]1([C:23]#[CH:24])[CH:22]=[CH:21][CH:20]=[CH:19][CH:18]=1.C(N(CC)CC)C. (7) Given the product [C:1]([NH:8][CH2:9][CH2:10][C:11]([OH:13])=[O:12])([O:3][C:4]([CH3:6])([CH3:7])[CH3:5])=[O:2].[CH3:14][C@@H:15]1[C@:32]([OH:37])([C:33]([CH2:35][OH:36])=[O:34])[C@:31]2([CH3:38])[C@H:17]([C@H:18]3[C@:28]([F:40])([C@@H:29]([OH:39])[CH2:30]2)[C@:27]2([CH3:41])[C:21](=[CH:22][C:23]([CH:25]=[CH:26]2)=[O:24])[CH2:20][CH2:19]3)[CH2:16]1, predict the reactants needed to synthesize it. The reactants are: [C:1]([NH:8][CH2:9][CH2:10][C:11]([OH:13])=[O:12])([O:3][C:4]([CH3:7])([CH3:6])[CH3:5])=[O:2].[CH3:14][C@@H:15]1[C@:32]([OH:37])([C:33]([CH2:35][OH:36])=[O:34])[C@:31]2([CH3:38])[C@H:17]([C@H:18]3[C@:28]([F:40])([C@@H:29]([OH:39])[CH2:30]2)[C@:27]2([CH3:41])[C:21](=[CH:22][C:23]([CH:25]=[CH:26]2)=[O:24])[CH2:20][CH2:19]3)[CH2:16]1.CCN=C=NCCCN(C)C.Cl. (8) Given the product [Br:1][CH2:2][CH2:3][CH2:4][NH:6][C:7]1[CH:8]=[C:9]([CH2:13][C:14]([O:16][CH3:17])=[O:15])[CH:10]=[CH:11][CH:12]=1, predict the reactants needed to synthesize it. The reactants are: [Br:1][CH2:2][CH2:3][CH2:4]Br.[NH2:6][C:7]1[CH:8]=[C:9]([CH2:13][C:14]([O:16][CH3:17])=[O:15])[CH:10]=[CH:11][CH:12]=1.